Dataset: Catalyst prediction with 721,799 reactions and 888 catalyst types from USPTO. Task: Predict which catalyst facilitates the given reaction. Reactant: [Cl:1][C:2]1[CH:7]=[CH:6][C:5](/[CH:8]=[CH:9]/[C:10]2[CH:15]=[CH:14][C:13]([N+:16]([O-])=O)=[CH:12][CH:11]=2)=[CH:4][CH:3]=1. Product: [Cl:1][C:2]1[CH:3]=[CH:4][C:5]([CH2:8][CH2:9][C:10]2[CH:11]=[CH:12][C:13]([NH2:16])=[CH:14][CH:15]=2)=[CH:6][CH:7]=1. The catalyst class is: 553.